This data is from NCI-60 drug combinations with 297,098 pairs across 59 cell lines. The task is: Regression. Given two drug SMILES strings and cell line genomic features, predict the synergy score measuring deviation from expected non-interaction effect. (1) Drug 1: CC1=C(C=C(C=C1)NC(=O)C2=CC=C(C=C2)CN3CCN(CC3)C)NC4=NC=CC(=N4)C5=CN=CC=C5. Drug 2: C1C(C(OC1N2C=NC3=C2NC=NCC3O)CO)O. Cell line: BT-549. Synergy scores: CSS=-6.33, Synergy_ZIP=2.32, Synergy_Bliss=-0.798, Synergy_Loewe=-8.80, Synergy_HSA=-7.93. (2) Drug 1: CC1=C(C=C(C=C1)NC(=O)C2=CC=C(C=C2)CN3CCN(CC3)C)NC4=NC=CC(=N4)C5=CN=CC=C5. Drug 2: CN1C2=C(C=C(C=C2)N(CCCl)CCCl)N=C1CCCC(=O)O.Cl. Cell line: UO-31. Synergy scores: CSS=-5.32, Synergy_ZIP=1.11, Synergy_Bliss=-0.484, Synergy_Loewe=-3.19, Synergy_HSA=-3.37. (3) Drug 1: CC1OCC2C(O1)C(C(C(O2)OC3C4COC(=O)C4C(C5=CC6=C(C=C35)OCO6)C7=CC(=C(C(=C7)OC)O)OC)O)O. Drug 2: CCCCCOC(=O)NC1=NC(=O)N(C=C1F)C2C(C(C(O2)C)O)O. Cell line: T-47D. Synergy scores: CSS=35.1, Synergy_ZIP=-9.53, Synergy_Bliss=0.755, Synergy_Loewe=-47.9, Synergy_HSA=0.789. (4) Drug 1: C1C(C(OC1N2C=C(C(=O)NC2=O)F)CO)O. Drug 2: CC12CCC3C(C1CCC2O)C(CC4=C3C=CC(=C4)O)CCCCCCCCCS(=O)CCCC(C(F)(F)F)(F)F. Cell line: COLO 205. Synergy scores: CSS=24.6, Synergy_ZIP=1.04, Synergy_Bliss=-0.124, Synergy_Loewe=-6.30, Synergy_HSA=-1.09. (5) Drug 1: CC1OCC2C(O1)C(C(C(O2)OC3C4COC(=O)C4C(C5=CC6=C(C=C35)OCO6)C7=CC(=C(C(=C7)OC)O)OC)O)O. Drug 2: CN(CC1=CN=C2C(=N1)C(=NC(=N2)N)N)C3=CC=C(C=C3)C(=O)NC(CCC(=O)O)C(=O)O. Cell line: SN12C. Synergy scores: CSS=29.6, Synergy_ZIP=-12.8, Synergy_Bliss=-2.12, Synergy_Loewe=-0.722, Synergy_HSA=0.163. (6) Drug 1: CC=C1C(=O)NC(C(=O)OC2CC(=O)NC(C(=O)NC(CSSCCC=C2)C(=O)N1)C(C)C)C(C)C. Drug 2: CNC(=O)C1=NC=CC(=C1)OC2=CC=C(C=C2)NC(=O)NC3=CC(=C(C=C3)Cl)C(F)(F)F. Cell line: HOP-92. Synergy scores: CSS=30.3, Synergy_ZIP=0.349, Synergy_Bliss=0.241, Synergy_Loewe=-55.9, Synergy_HSA=-0.153. (7) Drug 1: CCN(CC)CCNC(=O)C1=C(NC(=C1C)C=C2C3=C(C=CC(=C3)F)NC2=O)C. Drug 2: CC1CCC2CC(C(=CC=CC=CC(CC(C(=O)C(C(C(=CC(C(=O)CC(OC(=O)C3CCCCN3C(=O)C(=O)C1(O2)O)C(C)CC4CCC(C(C4)OC)OP(=O)(C)C)C)C)O)OC)C)C)C)OC. Cell line: HCT116. Synergy scores: CSS=70.5, Synergy_ZIP=10.2, Synergy_Bliss=10.5, Synergy_Loewe=10.8, Synergy_HSA=10.7. (8) Drug 1: C1CCC(C1)C(CC#N)N2C=C(C=N2)C3=C4C=CNC4=NC=N3. Drug 2: CC1=C(C(CCC1)(C)C)C=CC(=CC=CC(=CC(=O)O)C)C. Cell line: OVCAR-4. Synergy scores: CSS=-1.53, Synergy_ZIP=1.13, Synergy_Bliss=-0.699, Synergy_Loewe=-1.64, Synergy_HSA=-2.80. (9) Synergy scores: CSS=34.6, Synergy_ZIP=-2.53, Synergy_Bliss=0.186, Synergy_Loewe=-0.972, Synergy_HSA=-0.388. Drug 1: CCCCC(=O)OCC(=O)C1(CC(C2=C(C1)C(=C3C(=C2O)C(=O)C4=C(C3=O)C=CC=C4OC)O)OC5CC(C(C(O5)C)O)NC(=O)C(F)(F)F)O. Drug 2: C1C(C(OC1N2C=NC(=NC2=O)N)CO)O. Cell line: OVCAR-8.